From a dataset of Forward reaction prediction with 1.9M reactions from USPTO patents (1976-2016). Predict the product of the given reaction. Given the reactants CS(O[CH2:6][CH:7]1[C:12]2[N:13]=[C:14]([NH2:16])[S:15][C:11]=2[CH2:10][CH2:9][CH2:8]1)(=O)=O.[N-:17]=[N+]=[N-].[Na+].C([O-])([O-])=O.[Na+].[Na+].C1C=CC(P(C2C=CC=CC=2)C2C=CC=CC=2)=CC=1, predict the reaction product. The product is: [NH2:17][CH2:6][CH:7]1[C:12]2[N:13]=[C:14]([NH2:16])[S:15][C:11]=2[CH2:10][CH2:9][CH2:8]1.